This data is from TCR-epitope binding with 47,182 pairs between 192 epitopes and 23,139 TCRs. The task is: Binary Classification. Given a T-cell receptor sequence (or CDR3 region) and an epitope sequence, predict whether binding occurs between them. (1) The epitope is GPGHKARVL. The TCR CDR3 sequence is CASSLASLGLALSSYEQYF. Result: 0 (the TCR does not bind to the epitope). (2) The epitope is IPIQASLPF. The TCR CDR3 sequence is CASSQDITVLYGYTF. Result: 0 (the TCR does not bind to the epitope). (3) The epitope is YLKLTDNVYIK. The TCR CDR3 sequence is CASSLAQEGGPWETQYF. Result: 0 (the TCR does not bind to the epitope). (4) The epitope is RAKFKQLL. The TCR CDR3 sequence is CASSDLNSPLHF. Result: 1 (the TCR binds to the epitope). (5) The epitope is KLGGALQAK. The TCR CDR3 sequence is CAISESDRTYGYTF. Result: 1 (the TCR binds to the epitope). (6) The epitope is KRWIIMGLNK. The TCR CDR3 sequence is CASSLGVVGELFF. Result: 0 (the TCR does not bind to the epitope). (7) The epitope is LEPLVDLPI. The TCR CDR3 sequence is CSVEFGIIGGYTF. Result: 1 (the TCR binds to the epitope). (8) The epitope is RISNCVADY. The TCR CDR3 sequence is CASSLYKSSYNEQFF. Result: 0 (the TCR does not bind to the epitope).